The task is: Predict the reaction yield, written as a fraction of the theoretical maximum amount of product (1.0 means a 100% yield; for example, 0.34 means a 34% yield).. This data is from Reaction yield outcomes from USPTO patents with 853,638 reactions. (1) The reactants are [O:1]=[C:2]([C@@H:8]([C:10]1[CH:15]=[CH:14][C:13]([NH:16][C:17]2[S:18][CH:19]=[C:20]([C:22]([F:25])([F:24])[F:23])[N:21]=2)=[CH:12][CH:11]=1)[CH3:9])[CH2:3][C:4](OC)=[O:5].[OH-].[Na+].Cl.[NH2:29]O.Cl. The catalyst is CO.CO.O. The product is [F:23][C:22]([F:24])([F:25])[C:20]1[N:21]=[C:17]([NH:16][C:13]2[CH:12]=[CH:11][C:10]([C@H:8]([C:2]3[O:1][N:29]=[C:4]([OH:5])[CH:3]=3)[CH3:9])=[CH:15][CH:14]=2)[S:18][CH:19]=1. The yield is 0.570. (2) The yield is 0.550. The catalyst is CC(O)CCC. The product is [F:13][C:14]1[C:20]([N+:21]([O-:23])=[O:22])=[CH:19][C:17]([NH:18][C:27]2[N:32]=[C:31]([C:33]3[C:41]4[C:36](=[CH:37][CH:38]=[CH:39][CH:40]=4)[NH:35][CH:34]=3)[CH:30]=[CH:29][N:28]=2)=[C:16]([O:24][CH3:25])[CH:15]=1. The reactants are O.C1(C)C=CC(S(O)(=O)=O)=CC=1.[F:13][C:14]1[C:20]([N+:21]([O-:23])=[O:22])=[CH:19][C:17]([NH2:18])=[C:16]([O:24][CH3:25])[CH:15]=1.Cl[C:27]1[N:32]=[C:31]([C:33]2[C:41]3[C:36](=[CH:37][CH:38]=[CH:39][CH:40]=3)[NH:35][CH:34]=2)[CH:30]=[CH:29][N:28]=1.